Task: Regression. Given a peptide amino acid sequence and an MHC pseudo amino acid sequence, predict their binding affinity value. This is MHC class I binding data.. Dataset: Peptide-MHC class I binding affinity with 185,985 pairs from IEDB/IMGT (1) The peptide sequence is MPRQTGGFF. The MHC is HLA-B53:01 with pseudo-sequence HLA-B53:01. The binding affinity (normalized) is 0.284. (2) The peptide sequence is MFAVGLLFR. The MHC is HLA-A31:01 with pseudo-sequence HLA-A31:01. The binding affinity (normalized) is 0. (3) The peptide sequence is TVIKNNMI. The MHC is HLA-A68:02 with pseudo-sequence HLA-A68:02. The binding affinity (normalized) is 0. (4) The peptide sequence is FLRKRRRFF. The MHC is HLA-B18:01 with pseudo-sequence HLA-B18:01. The binding affinity (normalized) is 0.0847. (5) The peptide sequence is RENQVAVVR. The MHC is HLA-A02:03 with pseudo-sequence HLA-A02:03. The binding affinity (normalized) is 0.0847. (6) The peptide sequence is RGYVFQGL. The MHC is Patr-A0701 with pseudo-sequence Patr-A0701. The binding affinity (normalized) is 0.334. (7) The peptide sequence is PRRKAKIIKDY. The MHC is Mamu-B08 with pseudo-sequence Mamu-B08. The binding affinity (normalized) is 0.00503.